Dataset: Forward reaction prediction with 1.9M reactions from USPTO patents (1976-2016). Task: Predict the product of the given reaction. Given the reactants Cl[CH2:2][C:3]1[CH:4]=[C:5]([CH:9]=[CH:10][CH:11]=1)[C:6]([O-:8])=[O:7].[C:12](=O)([O-])[O-:13].[K+].[K+], predict the reaction product. The product is: [CH3:12][O:13][CH2:2][C:3]1[CH:4]=[C:5]([CH:9]=[CH:10][CH:11]=1)[C:6]([OH:8])=[O:7].